This data is from CYP3A4 inhibition data for predicting drug metabolism from PubChem BioAssay. The task is: Regression/Classification. Given a drug SMILES string, predict its absorption, distribution, metabolism, or excretion properties. Task type varies by dataset: regression for continuous measurements (e.g., permeability, clearance, half-life) or binary classification for categorical outcomes (e.g., BBB penetration, CYP inhibition). Dataset: cyp3a4_veith. The molecule is CNC(C)(C)Cc1ccccc1. The result is 0 (non-inhibitor).